From a dataset of Full USPTO retrosynthesis dataset with 1.9M reactions from patents (1976-2016). Predict the reactants needed to synthesize the given product. Given the product [C:7]([O-:9])(=[O:8])[C:6]1[C:5](=[CH:13][CH:12]=[CH:11][CH:10]=1)[OH:4].[Na+:29], predict the reactants needed to synthesize it. The reactants are: C([O:4][C:5]1[C:6](=[CH:10][CH:11]=[CH:12][CH:13]=1)[C:7]([OH:9])=[O:8])(=O)C.C1(O)C=CC=CC=1.[Na].[O-]C1C=CC=CC=1.[Na+:29].C(=O)=O.